Task: Regression/Classification. Given a drug SMILES string, predict its absorption, distribution, metabolism, or excretion properties. Task type varies by dataset: regression for continuous measurements (e.g., permeability, clearance, half-life) or binary classification for categorical outcomes (e.g., BBB penetration, CYP inhibition). For this dataset (clearance_microsome_az), we predict log10(clearance) (log10 of the in vitro intrinsic clearance, CLint, in uL/min per mg of human liver microsomal protein, equivalently mL/min/g; values are censored to the assay range of 3 to 150, which is 0.477 to 2.18 on this log10 scale).. Dataset: Microsomal clearance measurements from AstraZeneca (1) The log10(clearance) is 0.480. The molecule is CCc1nc2c(N)nc3ccccc3c2n1CC(C)C. (2) The molecule is COc1ccc(NC(=O)CCc2c(C)nc3nc(C)nn3c2C)cc1. The log10(clearance) is 0.600. (3) The drug is CCOC(=O)c1c(C)n(Cc2ccco2)c2ccc(O)cc12. The log10(clearance) is 2.18. (4) The drug is Cc1nc(CSc2nc(N[C@H](C)CO)c3sc(=O)[nH]c3n2)cs1. The log10(clearance) is 0.480. (5) The drug is Cc1c(Cl)ccc(OC2CCN(C[C@H](O)CNC(=O)c3c[nH]c(=O)cc3C(F)(F)F)CC2)c1Cl. The log10(clearance) is 0.780. (6) The compound is Cc1nc(C(=O)N2CCOC3(CCN(Cc4ccc(Cl)cc4)CC3)C2)cs1. The log10(clearance) is 1.04.